Dataset: Full USPTO retrosynthesis dataset with 1.9M reactions from patents (1976-2016). Task: Predict the reactants needed to synthesize the given product. (1) Given the product [CH:1]1([N:4]([CH:18]2[CH2:23][CH2:22][N:21]([C:25]3[N:30]=[CH:29][C:28]([CH2:31][CH2:32][CH3:33])=[CH:27][N:26]=3)[CH2:20][CH2:19]2)[C:5](=[O:17])[C:6]2[CH:7]=[CH:8][C:9]([C:12]3[O:16][CH:15]=[N:14][CH:13]=3)=[CH:10][CH:11]=2)[CH2:3][CH2:2]1, predict the reactants needed to synthesize it. The reactants are: [CH:1]1([N:4]([CH:18]2[CH2:23][CH2:22][NH:21][CH2:20][CH2:19]2)[C:5](=[O:17])[C:6]2[CH:11]=[CH:10][C:9]([C:12]3[O:16][CH:15]=[N:14][CH:13]=3)=[CH:8][CH:7]=2)[CH2:3][CH2:2]1.Cl[C:25]1[N:30]=[CH:29][C:28]([CH2:31][CH2:32][CH3:33])=[CH:27][N:26]=1. (2) Given the product [C:3]([C:5]1[C:6]2[CH:13]=[C:12]([CH3:14])[CH:11]=[CH:10][C:7]=2[S:8][CH:9]=1)([OH:4])=[O:16], predict the reactants needed to synthesize it. The reactants are: ClC[C:3]([C:5]1[C:6]2[CH:13]=[C:12]([CH3:14])[CH:11]=[CH:10][C:7]=2[S:8][CH:9]=1)=[O:4].C[OH:16].[OH-].[Na+].Cl. (3) Given the product [Cl:25][CH2:24][CH2:23][CH2:22][CH2:21][O:20][CH2:19][CH2:18][CH2:17][CH2:16][C:2]([CH3:4])([CH3:3])[C:1]([OH:6])=[O:5], predict the reactants needed to synthesize it. The reactants are: [C:1]([OH:6])(=[O:5])[CH:2]([CH3:4])[CH3:3].C([N-]C(C)C)(C)C.[Li+].Cl[CH2:16][CH2:17][CH2:18][CH2:19][O:20][CH2:21][CH2:22][CH2:23][CH2:24][Cl:25].N#N.C([O-])(=O)C(C)C.[Li+].[Li+].C([O-])(=O)C(C)C. (4) The reactants are: [CH3:1][N:2]1[C:6]([CH2:7][O:8][CH2:9][C:10]2[CH:11]=[C:12]([N:16]3[C:20]4[CH:21]=[CH:22][C:23]([C:25](=[O:27])[CH3:26])=[CH:24][C:19]=4[N:18]=[CH:17]3)[CH:13]=[CH:14][CH:15]=2)=[N:5][CH:4]=[N:3]1.[Na]. Given the product [CH3:1][N:2]1[C:6]([CH2:7][O:8][CH2:9][C:10]2[CH:11]=[C:12]([N:16]3[C:20]4[CH:21]=[CH:22][C:23]([CH:25]([OH:27])[CH3:26])=[CH:24][C:19]=4[N:18]=[CH:17]3)[CH:13]=[CH:14][CH:15]=2)=[N:5][CH:4]=[N:3]1, predict the reactants needed to synthesize it. (5) Given the product [CH2:1]([O:3][C:4](=[O:32])[CH2:5][C:6]1[CH:7]=[N:8][C:9]([O:31][CH2:33][C:34]2[CH:39]=[CH:38][CH:37]=[CH:36][CH:35]=2)=[C:10]([C:12]2[CH:17]=[CH:16][C:15]([C:18]([F:21])([F:20])[F:19])=[CH:14][C:13]=2[CH2:22][N:23]([C:26]([CH:28]2[CH2:29][CH2:30]2)=[O:27])[CH2:24][CH3:25])[CH:11]=1)[CH3:2], predict the reactants needed to synthesize it. The reactants are: [CH2:1]([O:3][C:4](=[O:32])[CH2:5][C:6]1[CH:7]=[N:8][C:9]([OH:31])=[C:10]([C:12]2[CH:17]=[CH:16][C:15]([C:18]([F:21])([F:20])[F:19])=[CH:14][C:13]=2[CH2:22][N:23]([C:26]([CH:28]2[CH2:30][CH2:29]2)=[O:27])[CH2:24][CH3:25])[CH:11]=1)[CH3:2].[CH2:33](Br)[C:34]1[CH:39]=[CH:38][CH:37]=[CH:36][CH:35]=1. (6) Given the product [Cl:1][C:2]1[C:3]([F:23])=[C:4]([NH:8][C:9]2[C:18]3[C:13](=[CH:14][C:15]([O:21][CH3:22])=[C:16]([CH2:19][N:24]4[CH2:27][CH2:26][CH:25]4[C:28]([OH:30])=[O:29])[CH:17]=3)[N:12]=[CH:11][N:10]=2)[CH:5]=[CH:6][CH:7]=1, predict the reactants needed to synthesize it. The reactants are: [Cl:1][C:2]1[C:3]([F:23])=[C:4]([NH:8][C:9]2[C:18]3[C:13](=[CH:14][C:15]([O:21][CH3:22])=[C:16]([CH:19]=O)[CH:17]=3)[N:12]=[CH:11][N:10]=2)[CH:5]=[CH:6][CH:7]=1.[NH:24]1[CH2:27][CH2:26][CH:25]1[C:28]([OH:30])=[O:29].